From a dataset of Catalyst prediction with 721,799 reactions and 888 catalyst types from USPTO. Predict which catalyst facilitates the given reaction. (1) Reactant: [CH2:1]([O:3][C:4](=[O:21])[C:5]1[CH:10]=[CH:9][C:8]([Br:11])=[C:7]([CH2:12][NH:13][CH2:14][C:15]2[CH:20]=[CH:19][CH:18]=[CH:17][CH:16]=2)[CH:6]=1)[CH3:2].C(N(C(C)C)CC)(C)C.[CH:31]1([C:34](Cl)=[O:35])[CH2:33][CH2:32]1. Product: [CH2:1]([O:3][C:4](=[O:21])[C:5]1[CH:10]=[CH:9][C:8]([Br:11])=[C:7]([CH2:12][N:13]([CH2:14][C:15]2[CH:20]=[CH:19][CH:18]=[CH:17][CH:16]=2)[C:34]([CH:31]2[CH2:33][CH2:32]2)=[O:35])[CH:6]=1)[CH3:2]. The catalyst class is: 2. (2) Reactant: [N:1]1[N:5]2[CH2:6][CH2:7][CH2:8][NH:9][C:4]2=[C:3](/[C:10](/[CH2:20][NH:21][C:22](=[O:28])[O:23][C:24]([CH3:27])([CH3:26])[CH3:25])=[CH:11]/[NH:12][C:13](=[O:19])[O:14][C:15]([CH3:18])([CH3:17])[CH3:16])[CH:2]=1. Product: [N:1]1[N:5]2[CH2:6][CH2:7][CH2:8][NH:9][C:4]2=[C:3]([CH:10]([CH2:11][NH:12][C:13](=[O:19])[O:14][C:15]([CH3:18])([CH3:17])[CH3:16])[CH2:20][NH:21][C:22](=[O:28])[O:23][C:24]([CH3:27])([CH3:26])[CH3:25])[CH:2]=1. The catalyst class is: 541. (3) The catalyst class is: 94. Reactant: [CH3:1][O:2][CH2:3][C:4]1[CH:9]=[C:8]([CH3:10])[NH:7][C:6](=[O:11])[C:5]=1[C:12]#[N:13].N. Product: [NH2:13][CH2:12][C:5]1[C:6](=[O:11])[NH:7][C:8]([CH3:10])=[CH:9][C:4]=1[CH2:3][O:2][CH3:1]. (4) Reactant: [H-].[Na+].[F:3][C:4]1[CH:9]=[CH:8][C:7]([OH:10])=[CH:6][CH:5]=1.Cl[C:12]1[CH:17]=[CH:16][C:15]([C:18]2[S:19][C:20]3[N:21]=[CH:22][N:23]=[CH:24][C:25]=3[N:26]=2)=[CH:14][C:13]=1[C:27]#[N:28].O. Product: [F:3][C:4]1[CH:9]=[CH:8][C:7]([O:10][C:12]2[CH:17]=[CH:16][C:15]([C:18]3[S:19][C:20]4[N:21]=[CH:22][N:23]=[CH:24][C:25]=4[N:26]=3)=[CH:14][C:13]=2[C:27]#[N:28])=[CH:6][CH:5]=1. The catalyst class is: 16.